This data is from Reaction yield outcomes from USPTO patents with 853,638 reactions. The task is: Predict the reaction yield, written as a fraction of the theoretical maximum amount of product (1.0 means a 100% yield; for example, 0.34 means a 34% yield). The reactants are [F:1][C:2]1[CH:3]=[C:4]([CH:6]=[CH:7][C:8]=1[F:9])[NH2:5].[CH:10]([C:13]1([C:19]2[CH:20]=[C:21]3[C:25](=[CH:26][CH:27]=2)[NH:24][C:23]([C:28](O)=[O:29])=[CH:22]3)[CH2:17][C:16](=[O:18])[NH:15][CH2:14]1)([CH3:12])[CH3:11].CN(C(ON1N=NC2C=CC=CC1=2)=[N+](C)C)C.F[P-](F)(F)(F)(F)F.O. The product is [F:1][C:2]1[CH:3]=[C:4]([NH:5][C:28]([C:23]2[NH:24][C:25]3[C:21]([CH:22]=2)=[CH:20][C:19]([C:13]2([CH:10]([CH3:12])[CH3:11])[CH2:17][C:16](=[O:18])[NH:15][CH2:14]2)=[CH:27][CH:26]=3)=[O:29])[CH:6]=[CH:7][C:8]=1[F:9]. The catalyst is CN1C(=O)CCC1. The yield is 0.310.